From a dataset of Full USPTO retrosynthesis dataset with 1.9M reactions from patents (1976-2016). Predict the reactants needed to synthesize the given product. (1) The reactants are: [Cl:1][C:2]1[CH:3]=[C:4]([NH:8][S:9]([C:12]2[CH:13]=[C:14]3[C:18](=[CH:19][CH:20]=2)[NH:17][C:16](=[O:21])[CH2:15]3)(=[O:11])=[O:10])[CH:5]=[CH:6][CH:7]=1.[CH2:22]([N:24]([CH2:39][CH3:40])[CH2:25][CH2:26][NH:27][C:28]([C:30]1[C:34]([CH3:35])=[C:33]([CH:36]=O)[NH:32][C:31]=1[CH3:38])=[O:29])[CH3:23]. Given the product [CH2:39]([N:24]([CH2:22][CH3:23])[CH2:25][CH2:26][NH:27][C:28]([C:30]1[C:34]([CH3:35])=[C:33]([CH:36]=[C:15]2[C:14]3[C:18](=[CH:19][CH:20]=[C:12]([S:9](=[O:11])(=[O:10])[NH:8][C:4]4[CH:5]=[CH:6][CH:7]=[C:2]([Cl:1])[CH:3]=4)[CH:13]=3)[NH:17][C:16]2=[O:21])[NH:32][C:31]=1[CH3:38])=[O:29])[CH3:40], predict the reactants needed to synthesize it. (2) The reactants are: [Cl:1][C:2]1[CH:10]=[CH:9][C:5]([C:6](O)=[O:7])=[CH:4][C:3]=1[N+:11]([O-:13])=[O:12].CN(C=O)C.C(Cl)(=O)C([Cl:22])=O. Given the product [Cl:1][C:2]1[CH:10]=[CH:9][C:5]([C:6]([Cl:22])=[O:7])=[CH:4][C:3]=1[N+:11]([O-:13])=[O:12], predict the reactants needed to synthesize it. (3) Given the product [C:1]1([CH2:7][O:8][C@@H:9]2[CH2:14][CH2:13][CH2:12][CH2:11][C@H:10]2[NH:15][CH:17]2[CH2:22][CH2:21][N:20]([C:23]([O:25][C:26]([CH3:29])([CH3:28])[CH3:27])=[O:24])[CH2:19][CH2:18]2)[CH:2]=[CH:3][CH:4]=[CH:5][CH:6]=1, predict the reactants needed to synthesize it. The reactants are: [C:1]1([CH2:7][O:8][C@@H:9]2[CH2:14][CH2:13][CH2:12][CH2:11][C@H:10]2[NH2:15])[CH:6]=[CH:5][CH:4]=[CH:3][CH:2]=1.O=[C:17]1[CH2:22][CH2:21][N:20]([C:23]([O:25][C:26]([CH3:29])([CH3:28])[CH3:27])=[O:24])[CH2:19][CH2:18]1.C(O[BH-](OC(=O)C)OC(=O)C)(=O)C.[Na+].C([O-])(O)=O.[Na+].